Dataset: HIV replication inhibition screening data with 41,000+ compounds from the AIDS Antiviral Screen. Task: Binary Classification. Given a drug SMILES string, predict its activity (active/inactive) in a high-throughput screening assay against a specified biological target. The drug is COC(=O)C1=CC2C=CC(C1C(=O)OC)C1C(C(=O)OC)=C(C(=O)OC)C(C(=O)OC)=C(C(=O)OC)C21OC. The result is 0 (inactive).